Dataset: Catalyst prediction with 721,799 reactions and 888 catalyst types from USPTO. Task: Predict which catalyst facilitates the given reaction. (1) Reactant: C([O:3][C:4](=O)[CH2:5][CH:6]([C:13]1[CH:21]=[CH:20][CH:19]=[C:18]2[C:14]=1[C:15]([C:22]#[N:23])=[CH:16][NH:17]2)[C:7]1[CH:12]=[CH:11][CH:10]=[CH:9][CH:8]=1)C.COCCO[AlH2-]OCCOC.[Na+]. Product: [OH:3][CH2:4][CH2:5][CH:6]([C:13]1[CH:21]=[CH:20][CH:19]=[C:18]2[C:14]=1[C:15]([C:22]#[N:23])=[CH:16][NH:17]2)[C:7]1[CH:8]=[CH:9][CH:10]=[CH:11][CH:12]=1. The catalyst class is: 1. (2) Reactant: [C:1]([O:5][C:6]([N:8]([CH2:24][CH2:25][C:26]1[CH:31]=[CH:30][CH:29]=[CH:28][C:27]=1[OH:32])[CH:9]1[CH2:18][CH2:17][CH2:16][C:15]2[N:14]=[C:13]([C:19]([O:21][CH2:22][CH3:23])=[O:20])[CH:12]=[CH:11][C:10]1=2)=[O:7])([CH3:4])([CH3:3])[CH3:2].Cl[CH2:34][C:35]1[CH:40]=[CH:39][C:38]([CH2:41][CH2:42][C:43]2[CH:48]=[CH:47][C:46]([C:49]([F:52])([F:51])[F:50])=[CH:45][CH:44]=2)=[CH:37][CH:36]=1.C(=O)([O-])[O-].[K+].[K+]. Product: [C:1]([O:5][C:6]([N:8]([CH2:24][CH2:25][C:26]1[CH:31]=[CH:30][CH:29]=[CH:28][C:27]=1[O:32][CH2:34][C:35]1[CH:36]=[CH:37][C:38]([CH2:41][CH2:42][C:43]2[CH:48]=[CH:47][C:46]([C:49]([F:50])([F:51])[F:52])=[CH:45][CH:44]=2)=[CH:39][CH:40]=1)[CH:9]1[CH2:18][CH2:17][CH2:16][C:15]2[N:14]=[C:13]([C:19]([O:21][CH2:22][CH3:23])=[O:20])[CH:12]=[CH:11][C:10]1=2)=[O:7])([CH3:2])([CH3:3])[CH3:4]. The catalyst class is: 10. (3) Reactant: [CH2:1]([N:8](C)[CH2:9][C:10]1([CH3:36])[CH2:14][C:13]2[C:15]([CH3:35])=[C:16]([N:21]3[CH2:26][CH2:25][N:24]([C:27]4[CH:32]=[CH:31][C:30]([O:33][CH3:34])=[CH:29][CH:28]=4)[CH2:23][CH2:22]3)[C:17]([CH3:20])=[C:18]([CH3:19])[C:12]=2[O:11]1)C1C=CC=CC=1. Product: [CH3:34][O:33][C:30]1[CH:29]=[CH:28][C:27]([N:24]2[CH2:23][CH2:22][N:21]([C:16]3[C:17]([CH3:20])=[C:18]([CH3:19])[C:12]4[O:11][C:10]([CH2:9][NH:8][CH3:1])([CH3:36])[CH2:14][C:13]=4[C:15]=3[CH3:35])[CH2:26][CH2:25]2)=[CH:32][CH:31]=1. The catalyst class is: 849. (4) Reactant: [O:1]1[CH2:4][CH:3]([CH2:5][CH:6]([C:8]2[CH:13]=[CH:12][C:11]([O:14][C:15]([F:18])([F:17])[F:16])=[CH:10][CH:9]=2)[NH2:7])[CH2:2]1.[CH3:19][C:20]1[CH:42]=[N:41][C:23]2[N:24]([C:29](OC3C=CC([N+]([O-])=O)=CC=3)=[O:30])[CH2:25][C:26](=[O:28])[NH:27][C:22]=2[CH:21]=1.C(N(CC)CC)C.O. Product: [CH3:19][C:20]1[CH:42]=[N:41][C:23]2[N:24]([C:29]([NH:7][CH:6]([C:8]3[CH:9]=[CH:10][C:11]([O:14][C:15]([F:16])([F:17])[F:18])=[CH:12][CH:13]=3)[CH2:5][CH:3]3[CH2:4][O:1][CH2:2]3)=[O:30])[CH2:25][C:26](=[O:28])[NH:27][C:22]=2[CH:21]=1. The catalyst class is: 9. (5) Reactant: [Cl:1]N1C(=O)CCC1=O.[Cl:9][C:10]1[CH:18]=[CH:17][CH:16]=[C:15]([Cl:19])[C:11]=1[CH:12]=[N:13][OH:14]. Product: [Cl:1][O:14][N:13]=[CH:12][C:11]1[C:10]([Cl:9])=[CH:18][CH:17]=[CH:16][C:15]=1[Cl:19]. The catalyst class is: 3.